Dataset: Reaction yield outcomes from USPTO patents with 853,638 reactions. Task: Predict the reaction yield, written as a fraction of the theoretical maximum amount of product (1.0 means a 100% yield; for example, 0.34 means a 34% yield). (1) The reactants are Br[CH2:2][C:3]([NH:5][C:6]1[S:7][C:8]([C:16]([CH:18]2[CH2:23][CH2:22][O:21][CH2:20][CH2:19]2)=[O:17])=[C:9]([C:11]2[O:12][CH:13]=[CH:14][CH:15]=2)[N:10]=1)=[O:4].O1CCCCC1[O:30][C@@H:31]1[CH2:39][N:34]2[CH2:35][CH2:36][NH:37][CH2:38][C@@H:33]2[CH2:32]1. The catalyst is C1COCC1. The product is [O:12]1[CH:13]=[CH:14][CH:15]=[C:11]1[C:9]1[N:10]=[C:6]([NH:5][C:3](=[O:4])[CH2:2][N:37]2[CH2:36][CH2:35][N:34]3[CH2:39][C@@H:31]([OH:30])[CH2:32][C@H:33]3[CH2:38]2)[S:7][C:8]=1[C:16]([CH:18]1[CH2:23][CH2:22][O:21][CH2:20][CH2:19]1)=[O:17]. The yield is 0.340. (2) The reactants are [CH2:1]([C:3]1[CH:8]=[CH:7][C:6]([NH:9][C:10]2[C:15]([F:16])=[C:14]([F:17])[CH:13]=[CH:12][C:11]=2[C:18](=[O:23])[CH2:19][CH2:20][CH:21]=[CH2:22])=[C:5]([F:24])[CH:4]=1)[CH3:2].B.C1C[O:29]CC1. The catalyst is O. The product is [CH2:1]([C:3]1[CH:8]=[CH:7][C:6]([NH:9][C:10]2[C:15]([F:16])=[C:14]([F:17])[CH:13]=[CH:12][C:11]=2[C:18](=[O:23])[CH2:19][CH2:20][CH2:21][CH2:22][OH:29])=[C:5]([F:24])[CH:4]=1)[CH3:2]. The yield is 0.270. (3) The reactants are [CH3:1][O:2][C:3]([C:5]1[CH:10]=[CH:9][C:8]([C:11]2[CH:16]=[CH:15][C:14]([OH:17])=[CH:13][CH:12]=2)=[CH:7][CH:6]=1)=[O:4].[H-].[Na+].Cl[CH2:21][O:22][CH2:23][CH2:24][O:25][CH3:26].Cl. The catalyst is CN(C=O)C.C1COCC1. The product is [CH3:21][O:22][CH2:23][CH2:24][O:25][CH2:26][O:17][C:14]1[CH:15]=[CH:16][C:11]([C:8]2[CH:9]=[CH:10][C:5]([C:3]([O:2][CH3:1])=[O:4])=[CH:6][CH:7]=2)=[CH:12][CH:13]=1. The yield is 0.870. (4) The reactants are [Cl:1][C:2]1[CH:19]=[N:18][CH:17]=[C:16]([Cl:20])[C:3]=1[C:4]([NH:6][CH2:7][C:8]1[CH:13]=[CH:12][C:11]([CH2:14][OH:15])=[CH:10][CH:9]=1)=[O:5]. The catalyst is C(Cl)Cl.CO.O=[Mn]=O. The product is [Cl:20][C:16]1[CH:17]=[N:18][CH:19]=[C:2]([Cl:1])[C:3]=1[C:4]([NH:6][CH2:7][C:8]1[CH:9]=[CH:10][C:11]([CH:14]=[O:15])=[CH:12][CH:13]=1)=[O:5]. The yield is 0.660. (5) The reactants are [CH2:1]([N:8]1[CH2:13][CH2:12][CH:11]([CH3:14])[CH:10]([OH:15])[CH2:9]1)[C:2]1[CH:7]=[CH:6][CH:5]=[CH:4][CH:3]=1.O.[C:17]1([CH3:27])[CH:22]=[CH:21][C:20]([S:23]([OH:26])(=[O:25])=[O:24])=[CH:19][CH:18]=1. The catalyst is CC(C)=O. The product is [C:17]1([CH3:27])[CH:18]=[CH:19][C:20]([S:23]([OH:26])(=[O:24])=[O:25])=[CH:21][CH:22]=1.[CH2:1]([N:8]1[CH2:13][CH2:12][CH:11]([CH3:14])[CH:10]([OH:15])[CH2:9]1)[C:2]1[CH:3]=[CH:4][CH:5]=[CH:6][CH:7]=1. The yield is 1.00.